This data is from NCI-60 drug combinations with 297,098 pairs across 59 cell lines. The task is: Regression. Given two drug SMILES strings and cell line genomic features, predict the synergy score measuring deviation from expected non-interaction effect. (1) Drug 1: C1CCC(C1)C(CC#N)N2C=C(C=N2)C3=C4C=CNC4=NC=N3. Drug 2: C(=O)(N)NO. Cell line: NCI-H460. Synergy scores: CSS=14.3, Synergy_ZIP=3.90, Synergy_Bliss=-0.222, Synergy_Loewe=-0.757, Synergy_HSA=-0.273. (2) Drug 1: CC1=C(C=C(C=C1)NC2=NC=CC(=N2)N(C)C3=CC4=NN(C(=C4C=C3)C)C)S(=O)(=O)N.Cl. Drug 2: CC1C(C(CC(O1)OC2CC(CC3=C2C(=C4C(=C3O)C(=O)C5=C(C4=O)C(=CC=C5)OC)O)(C(=O)C)O)N)O.Cl. Cell line: HCT-15. Synergy scores: CSS=17.0, Synergy_ZIP=-1.07, Synergy_Bliss=2.42, Synergy_Loewe=-13.7, Synergy_HSA=-0.190. (3) Drug 1: CC1=C(C(CCC1)(C)C)C=CC(=CC=CC(=CC(=O)O)C)C. Drug 2: CN(C(=O)NC(C=O)C(C(C(CO)O)O)O)N=O. Cell line: NCIH23. Synergy scores: CSS=-3.92, Synergy_ZIP=1.60, Synergy_Bliss=2.04, Synergy_Loewe=-5.59, Synergy_HSA=-3.09. (4) Drug 1: CC1=C2C(C(=O)C3(C(CC4C(C3C(C(C2(C)C)(CC1OC(=O)C(C(C5=CC=CC=C5)NC(=O)OC(C)(C)C)O)O)OC(=O)C6=CC=CC=C6)(CO4)OC(=O)C)OC)C)OC. Drug 2: C1CCC(C1)C(CC#N)N2C=C(C=N2)C3=C4C=CNC4=NC=N3. Cell line: SK-OV-3. Synergy scores: CSS=42.4, Synergy_ZIP=3.50, Synergy_Bliss=2.81, Synergy_Loewe=-10.9, Synergy_HSA=3.42. (5) Drug 2: CC(C)CN1C=NC2=C1C3=CC=CC=C3N=C2N. Cell line: LOX IMVI. Drug 1: C1CN(P(=O)(OC1)NCCCl)CCCl. Synergy scores: CSS=1.07, Synergy_ZIP=0.707, Synergy_Bliss=1.72, Synergy_Loewe=-3.65, Synergy_HSA=-2.91. (6) Drug 1: CN(CCCl)CCCl.Cl. Drug 2: CC(C)CN1C=NC2=C1C3=CC=CC=C3N=C2N. Cell line: SF-295. Synergy scores: CSS=16.7, Synergy_ZIP=-2.96, Synergy_Bliss=-12.2, Synergy_Loewe=-8.17, Synergy_HSA=-10.4. (7) Drug 1: CC1C(C(CC(O1)OC2CC(CC3=C2C(=C4C(=C3O)C(=O)C5=C(C4=O)C(=CC=C5)OC)O)(C(=O)CO)O)N)O.Cl. Drug 2: COC1=C2C(=CC3=C1OC=C3)C=CC(=O)O2. Cell line: K-562. Synergy scores: CSS=22.7, Synergy_ZIP=-9.37, Synergy_Bliss=-3.85, Synergy_Loewe=-16.4, Synergy_HSA=-1.54.